This data is from Full USPTO retrosynthesis dataset with 1.9M reactions from patents (1976-2016). The task is: Predict the reactants needed to synthesize the given product. Given the product [CH2:9]([O:8][C:6](=[O:7])[C:5](=[O:11])[CH2:15][C:14](=[O:16])[CH:13]([CH3:17])[CH3:12])[CH3:10], predict the reactants needed to synthesize it. The reactants are: [Na].C(O[C:5](=[O:11])[C:6]([O:8][CH2:9][CH3:10])=[O:7])C.[CH3:12][CH:13]([CH3:17])[C:14](=[O:16])[CH3:15].